The task is: Binary Classification. Given a drug SMILES string, predict its activity (active/inactive) in a high-throughput screening assay against a specified biological target.. This data is from HIV replication inhibition screening data with 41,000+ compounds from the AIDS Antiviral Screen. (1) The compound is CCc1n[nH]c(=O)n1CCCCCCCCCCCCn1c(CC)n[nH]c1=O. The result is 0 (inactive). (2) The drug is COC(=O)CC(C(C(=O)OC)C(=O)OC)N1C(=O)OCC1c1ccccc1. The result is 0 (inactive). (3) The molecule is COC(=O)C(=O)C(C(=O)C(=O)Nc1ccccc1C(N)=O)c1nc2ccc(C(=O)c3ccccc3)cc2nc1O. The result is 0 (inactive). (4) The result is 0 (inactive). The molecule is CCc1n[nH]c(=O)n1N1C(=O)C2CCCCC2C1=O. (5) The molecule is CCCCCCCCCC(=O)NC(Cc1ccc(O)cc1)C(=O)NCCCNCCCCNCCCNC(=O)C(N)CCCNC(=N)N.O=C(O)C(F)(F)F. The result is 0 (inactive). (6) The drug is FC(F)(F)c1ccc2nc(NCc3ccccc3)c(-c3ccccc3)nc2c1. The result is 0 (inactive). (7) The compound is O=c1ccn(C2CC(CO)CS(=O)C2)c(=O)[nH]1. The result is 0 (inactive).